Dataset: Full USPTO retrosynthesis dataset with 1.9M reactions from patents (1976-2016). Task: Predict the reactants needed to synthesize the given product. Given the product [Br:8][C:9]1[CH:10]=[C:11]([CH2:12][C:6]2[S:5][CH:4]=[C:3]([CH2:1][CH3:2])[CH:7]=2)[CH:14]=[CH:15][CH:16]=1, predict the reactants needed to synthesize it. The reactants are: [CH2:1]([C:3]1[CH:7]=[CH:6][S:5][CH:4]=1)[CH3:2].[Br:8][C:9]1[CH:10]=[C:11]([CH:14]=[CH:15][CH:16]=1)[CH:12]=O.